Dataset: NCI-60 drug combinations with 297,098 pairs across 59 cell lines. Task: Regression. Given two drug SMILES strings and cell line genomic features, predict the synergy score measuring deviation from expected non-interaction effect. (1) Drug 1: CCC1=C2CN3C(=CC4=C(C3=O)COC(=O)C4(CC)O)C2=NC5=C1C=C(C=C5)O. Drug 2: CC1CCCC2(C(O2)CC(NC(=O)CC(C(C(=O)C(C1O)C)(C)C)O)C(=CC3=CSC(=N3)C)C)C. Cell line: NCI-H322M. Synergy scores: CSS=30.6, Synergy_ZIP=-1.23, Synergy_Bliss=-4.88, Synergy_Loewe=-6.05, Synergy_HSA=-5.08. (2) Drug 1: C1=NC2=C(N1)C(=S)N=C(N2)N. Drug 2: C1C(C(OC1N2C=NC(=NC2=O)N)CO)O. Cell line: NCI/ADR-RES. Synergy scores: CSS=26.4, Synergy_ZIP=-13.1, Synergy_Bliss=-6.90, Synergy_Loewe=-6.21, Synergy_HSA=-4.32. (3) Drug 1: CC1=C(C(=CC=C1)Cl)NC(=O)C2=CN=C(S2)NC3=CC(=NC(=N3)C)N4CCN(CC4)CCO. Drug 2: COC1=C2C(=CC3=C1OC=C3)C=CC(=O)O2. Cell line: NCI-H460. Synergy scores: CSS=-2.53, Synergy_ZIP=1.44, Synergy_Bliss=-1.91, Synergy_Loewe=-2.40, Synergy_HSA=-5.87. (4) Drug 1: CC1CCCC2(C(O2)CC(NC(=O)CC(C(C(=O)C(C1O)C)(C)C)O)C(=CC3=CSC(=N3)C)C)C. Drug 2: CC12CCC3C(C1CCC2OP(=O)(O)O)CCC4=C3C=CC(=C4)OC(=O)N(CCCl)CCCl.[Na+]. Cell line: A549. Synergy scores: CSS=58.8, Synergy_ZIP=0.660, Synergy_Bliss=-8.07, Synergy_Loewe=-35.3, Synergy_HSA=-7.97.